Dataset: NCI-60 drug combinations with 297,098 pairs across 59 cell lines. Task: Regression. Given two drug SMILES strings and cell line genomic features, predict the synergy score measuring deviation from expected non-interaction effect. (1) Drug 1: CC(C1=C(C=CC(=C1Cl)F)Cl)OC2=C(N=CC(=C2)C3=CN(N=C3)C4CCNCC4)N. Drug 2: CC1CCC2CC(C(=CC=CC=CC(CC(C(=O)C(C(C(=CC(C(=O)CC(OC(=O)C3CCCCN3C(=O)C(=O)C1(O2)O)C(C)CC4CCC(C(C4)OC)O)C)C)O)OC)C)C)C)OC. Cell line: SF-268. Synergy scores: CSS=27.8, Synergy_ZIP=6.26, Synergy_Bliss=7.14, Synergy_Loewe=-2.04, Synergy_HSA=6.47. (2) Synergy scores: CSS=-1.27, Synergy_ZIP=1.44, Synergy_Bliss=2.58, Synergy_Loewe=-7.38, Synergy_HSA=-3.40. Drug 1: CCCCCOC(=O)NC1=NC(=O)N(C=C1F)C2C(C(C(O2)C)O)O. Drug 2: CCN(CC)CCCC(C)NC1=C2C=C(C=CC2=NC3=C1C=CC(=C3)Cl)OC. Cell line: SK-MEL-5. (3) Drug 1: CNC(=O)C1=CC=CC=C1SC2=CC3=C(C=C2)C(=NN3)C=CC4=CC=CC=N4. Drug 2: CCC1(C2=C(COC1=O)C(=O)N3CC4=CC5=C(C=CC(=C5CN(C)C)O)N=C4C3=C2)O.Cl. Cell line: NCI/ADR-RES. Synergy scores: CSS=5.76, Synergy_ZIP=-0.677, Synergy_Bliss=1.19, Synergy_Loewe=-3.69, Synergy_HSA=-0.264. (4) Cell line: HOP-62. Drug 1: C1C(C(OC1N2C=C(C(=O)NC2=O)F)CO)O. Synergy scores: CSS=25.1, Synergy_ZIP=-4.35, Synergy_Bliss=1.46, Synergy_Loewe=-88.7, Synergy_HSA=-5.48. Drug 2: C(=O)(N)NO.